This data is from Catalyst prediction with 721,799 reactions and 888 catalyst types from USPTO. The task is: Predict which catalyst facilitates the given reaction. Reactant: [Br:1][C:2]1[CH:3]=[C:4]([N:9]2[CH2:14][CH2:13][O:12][CH2:11][CH2:10]2)[C:5]([CH3:8])=[N:6][CH:7]=1.[Li+].CC([N-]C(C)C)C.[O:23]1[CH2:28][CH2:27][C:26](=[O:29])[CH2:25][CH2:24]1. Product: [Br:1][C:2]1[CH:3]=[C:4]([N:9]2[CH2:10][CH2:11][O:12][CH2:13][CH2:14]2)[C:5]([CH2:8][C:26]2([OH:29])[CH2:27][CH2:28][O:23][CH2:24][CH2:25]2)=[N:6][CH:7]=1. The catalyst class is: 1.